From a dataset of Full USPTO retrosynthesis dataset with 1.9M reactions from patents (1976-2016). Predict the reactants needed to synthesize the given product. (1) Given the product [CH3:11][O:10][C:6]1[CH:5]=[C:4]([NH:1][C:2]([NH:13][NH:12][C:14](=[O:21])[CH2:15][C:16]([O:18][CH2:19][CH3:20])=[O:17])=[O:3])[CH:9]=[CH:8][CH:7]=1, predict the reactants needed to synthesize it. The reactants are: [N:1]([C:4]1[CH:9]=[CH:8][CH:7]=[C:6]([O:10][CH3:11])[CH:5]=1)=[C:2]=[O:3].[NH:12]([C:14](=[O:21])[CH2:15][C:16]([O:18][CH2:19][CH3:20])=[O:17])[NH2:13]. (2) Given the product [CH3:1][O:2][C:3]([C@@H:5]1[CH2:33][C@@H:32]2[CH2:34][N:6]1[C:7](=[O:41])[C@H:8]([C:37]([CH3:40])([CH3:39])[CH3:38])[NH:9][C:10](=[O:36])[O:11][C@@H:12]1[CH2:35][C@H:13]1[CH2:14][CH2:15][CH2:16][CH2:17][CH2:18][C:19]1[C:20]([O:31]2)=[N:21][C:22]2[CH:23]=[CH:24][CH:25]=[CH:26][C:27]=2[C:28]=1[CH:29]=[O:43])=[O:4], predict the reactants needed to synthesize it. The reactants are: [CH3:1][O:2][C:3]([C@@H:5]1[CH2:33][C@@H:32]2[CH2:34][N:6]1[C:7](=[O:41])[C@H:8]([C:37]([CH3:40])([CH3:39])[CH3:38])[NH:9][C:10](=[O:36])[O:11][C@@H:12]1[CH2:35][C@H:13]1[CH2:14][CH2:15][CH2:16][CH2:17][CH2:18][C:19]1[C:20]([O:31]2)=[N:21][C:22]2[CH:23]=[CH:24][CH:25]=[CH:26][C:27]=2[C:28]=1[CH:29]=C)=[O:4].I([O-])(=O)(=O)=[O:43].[Na+]. (3) The reactants are: CS(O[CH2:6][CH2:7][CH2:8][C@@H:9]1[C@:14]([C:16]2[CH:21]=[C:20]([Br:22])[CH:19]=[CH:18][C:17]=2[F:23])([CH3:15])[N:13]=[C:12]([NH:24][C:25]([O:27][C:28]([CH3:31])([CH3:30])[CH3:29])=[O:26])[CH2:11][S:10]1(=[O:33])=[O:32])(=O)=O.C(=O)([O-])[O-].[Cs+].[Cs+]. Given the product [Br:22][C:20]1[CH:19]=[CH:18][C:17]([F:23])=[C:16]([C@:14]2([CH3:15])[C@@H:9]3[S:10](=[O:32])(=[O:33])[C@@H:11]([CH2:6][CH2:7][CH2:8]3)[C:12]([NH:24][C:25](=[O:26])[O:27][C:28]([CH3:31])([CH3:30])[CH3:29])=[N:13]2)[CH:21]=1, predict the reactants needed to synthesize it. (4) Given the product [Cl:1][C:2]1[CH:9]=[CH:8][C:5]([CH2:6][N:11]2[CH2:16][CH2:15][O:14][CH2:13][CH2:12]2)=[C:4]([CH3:10])[CH:3]=1, predict the reactants needed to synthesize it. The reactants are: [Cl:1][C:2]1[CH:9]=[CH:8][C:5]([CH:6]=O)=[C:4]([CH3:10])[CH:3]=1.[NH:11]1[CH2:16][CH2:15][O:14][CH2:13][CH2:12]1.[BH3-]C#N.[Na+].CC(O)=O. (5) Given the product [Cl:1][C:2]1[C:23]([Cl:24])=[CH:22][C:5]2[N:6]([CH2:14][O:15][CH2:16][CH2:17][Si:18]([CH3:19])([CH3:21])[CH3:20])[C:7]([CH2:9][CH2:10][CH2:11][CH2:12][N:48]([CH2:47][C@@H:31]3[C@H:29]4[O:30][C:26]([CH3:52])([CH3:25])[O:27][C@H:28]4[C@H:33]([N:34]4[C:38]5[N:39]=[CH:40][N:41]=[C:42]([NH:43][CH:44]6[CH2:46][CH2:45]6)[C:37]=5[CH:36]=[CH:35]4)[CH2:32]3)[CH:49]([CH3:50])[CH3:51])=[N:8][C:4]=2[CH:3]=1, predict the reactants needed to synthesize it. The reactants are: [Cl:1][C:2]1[C:23]([Cl:24])=[CH:22][C:5]2[N:6]([CH2:14][O:15][CH2:16][CH2:17][Si:18]([CH3:21])([CH3:20])[CH3:19])[C:7]([CH2:9][CH2:10][CH2:11][CH:12]=O)=[N:8][C:4]=2[CH:3]=1.[CH3:25][C:26]1([CH3:52])[O:30][C@@H:29]2[C@@H:31]([CH2:47][NH:48][CH:49]([CH3:51])[CH3:50])[CH2:32][C@@H:33]([N:34]3[C:38]4[N:39]=[CH:40][N:41]=[C:42]([NH:43][CH:44]5[CH2:46][CH2:45]5)[C:37]=4[CH:36]=[CH:35]3)[C@@H:28]2[O:27]1.C(O[BH-](OC(=O)C)OC(=O)C)(=O)C.[Na+]. (6) Given the product [Br:1][C:2]1[CH:3]=[C:4]2[C:9](=[CH:10][CH:11]=1)[N:8]=[CH:7][C:6]([C:12](=[O:16])[CH2:13][CH2:14][CH3:15])=[C:5]2[Cl:20], predict the reactants needed to synthesize it. The reactants are: [Br:1][C:2]1[CH:3]=[C:4]2[C:9](=[CH:10][CH:11]=1)[N:8]=[CH:7][C:6]([C:12](=[O:16])[CH2:13][CH2:14][CH3:15])=[C:5]2O.P(Cl)(Cl)([Cl:20])=O.C(=O)([O-])[O-].[Na+].[Na+]. (7) Given the product [C:1]1([CH:7]2[CH2:11][NH:10][CH2:9][CH:8]2[CH2:13][C:14]2[CH:19]=[C:18]([C:20]([F:22])([F:23])[F:21])[CH:17]=[CH:16][N:15]=2)[CH:6]=[CH:5][CH:4]=[CH:3][CH:2]=1, predict the reactants needed to synthesize it. The reactants are: [C:1]1([CH:7]2[CH2:11][NH:10][C:9](=O)[CH:8]2[CH2:13][C:14]2[CH:19]=[C:18]([C:20]([F:23])([F:22])[F:21])[CH:17]=[CH:16][N:15]=2)[CH:6]=[CH:5][CH:4]=[CH:3][CH:2]=1.[H-].[Al+3].[Li+].[H-].[H-].[H-].C(=O)(O)[O-].[Na+].C(OCC)(=O)C. (8) Given the product [Cl:22][C:11]1[C:12]2[CH2:17][S:16][CH2:15][C:13]=2[N:14]=[C:9]([C:5]2[CH:6]=[C:7]([F:8])[C:2]([Cl:1])=[CH:3][C:4]=2[F:19])[N:10]=1, predict the reactants needed to synthesize it. The reactants are: [Cl:1][C:2]1[C:7]([F:8])=[CH:6][C:5]([C:9]2[NH:14][C:13]3[CH2:15][S:16][CH2:17][C:12]=3[C:11](=O)[N:10]=2)=[C:4]([F:19])[CH:3]=1.P(Cl)(Cl)([Cl:22])=O.